From a dataset of Reaction yield outcomes from USPTO patents with 853,638 reactions. Predict the reaction yield, written as a fraction of the theoretical maximum amount of product (1.0 means a 100% yield; for example, 0.34 means a 34% yield). (1) The reactants are [CH3:1][NH:2][N:3]=[CH:4][C:5](=[O:7])[CH3:6].O=[C:9]([C:12]1[CH:17]=[CH:16][C:15]([CH2:18][CH2:19][CH3:20])=[CH:14][CH:13]=1)[CH:10]=[O:11].C(Cl)(Cl)Cl.CCCCCC.C(OCC)(=O)C. The catalyst is C(O)(=O)C. The product is [CH2:18]([C:15]1[CH:16]=[CH:17][C:12]([C:9]2[N:2]([CH3:1])[N:3]=[C:4]([C:5](=[O:7])[CH3:6])[C:10]=2[OH:11])=[CH:13][CH:14]=1)[CH2:19][CH3:20]. The yield is 0.0600. (2) The reactants are [CH3:1][C:2]1[CH:11]=[CH:10][C:9]2[C:4](=[CH:5][CH:6]=[CH:7][C:8]=2[N:12]2[CH2:17][CH2:16][N:15]([CH2:18][CH2:19][C:20]3[CH:25]=[CH:24][CH:23]=[C:22]([N+]([O-])=O)[CH:21]=3)[CH2:14][CH2:13]2)[N:3]=1.CC1C=CC2C(=CC=CC=2N2CCNCC2)N=1.CS(OCCC1C=CC=C([Br:59])C=1)(=O)=O. No catalyst specified. The product is [Br:59][C:22]1[CH:21]=[C:20]([CH2:19][CH2:18][N:15]2[CH2:14][CH2:13][N:12]([C:8]3[CH:7]=[CH:6][CH:5]=[C:4]4[C:9]=3[CH:10]=[CH:11][C:2]([CH3:1])=[N:3]4)[CH2:17][CH2:16]2)[CH:25]=[CH:24][CH:23]=1. The yield is 0.560. (3) The reactants are [CH3:1][O:2][C:3]1[CH:4]=[C:5]2[C:10](=[CH:11][C:12]=1[O:13][CH3:14])[N:9]=[CH:8][CH:7]=[C:6]2[O:15][C:16]1[CH:22]=[CH:21][C:19]([NH2:20])=[CH:18][CH:17]=1.C(N(CC)CC)C.Cl[C:31](Cl)([O:33]C(=O)OC(Cl)(Cl)Cl)Cl.[O:42]1[CH2:47][CH2:46][N:45]([CH2:48][CH2:49][NH2:50])[CH2:44][CH2:43]1. The catalyst is C(Cl)(Cl)Cl.O. The product is [CH3:1][O:2][C:3]1[CH:4]=[C:5]2[C:10](=[CH:11][C:12]=1[O:13][CH3:14])[N:9]=[CH:8][CH:7]=[C:6]2[O:15][C:16]1[CH:22]=[CH:21][C:19]([NH:20][C:31]([NH:50][CH2:49][CH2:48][N:45]2[CH2:46][CH2:47][O:42][CH2:43][CH2:44]2)=[O:33])=[CH:18][CH:17]=1. The yield is 1.00.